This data is from Reaction yield outcomes from USPTO patents with 853,638 reactions. The task is: Predict the reaction yield, written as a fraction of the theoretical maximum amount of product (1.0 means a 100% yield; for example, 0.34 means a 34% yield). (1) The reactants are [CH3:1][C:2]([CH3:31])([CH3:30])[CH2:3][C:4]([NH:6][C:7]1[C:8]([CH3:29])=[C:9](B(O)O)[C:10]2[O:14][CH2:13][CH:12]([C:15]3[CH:20]=[CH:19][C:18]([CH:21]([CH3:23])[CH3:22])=[CH:17][CH:16]=3)[C:11]=2[C:24]=1[CH3:25])=[O:5].Br[C:33]1[CH:34]=[C:35]([CH:39]=[CH:40][CH:41]=1)[N:36]([CH3:38])[CH3:37]. No catalyst specified. The product is [CH3:37][N:36]([CH3:38])[C:35]1[CH:34]=[C:33]([C:9]2[C:10]3[O:14][CH2:13][CH:12]([C:15]4[CH:20]=[CH:19][C:18]([CH:21]([CH3:22])[CH3:23])=[CH:17][CH:16]=4)[C:11]=3[C:24]([CH3:25])=[C:7]([NH:6][C:4](=[O:5])[CH2:3][C:2]([CH3:31])([CH3:30])[CH3:1])[C:8]=2[CH3:29])[CH:41]=[CH:40][CH:39]=1. The yield is 0.770. (2) The catalyst is CO. The product is [C:35]([C:32]1([C:28]2[CH:27]=[C:26]([CH:31]=[CH:30][CH:29]=2)[C:25]([NH:24][C:20]2[CH:21]=[CH:22][CH:23]=[C:18]([O:17][C:14]3[CH:15]=[CH:16][C:11]4[N:12]([CH:38]=[C:9]([NH:8][C:6](=[O:7])[CH2:5][OH:4])[N:10]=4)[N:13]=3)[CH:19]=2)=[O:37])[CH2:34][CH2:33]1)#[N:36]. The yield is 0.500. The reactants are C([O:4][CH2:5][C:6]([NH:8][C:9]1[N:10]=[C:11]2[CH:16]=[CH:15][C:14]([O:17][C:18]3[CH:23]=[CH:22][CH:21]=[C:20]([NH:24][C:25](=[O:37])[C:26]4[CH:31]=[CH:30][CH:29]=[C:28]([C:32]5([C:35]#[N:36])[CH2:34][CH2:33]5)[CH:27]=4)[CH:19]=3)=[N:13][N:12]2[CH:38]=1)=[O:7])(=O)C.[OH-].[Na+].